Dataset: Reaction yield outcomes from USPTO patents with 853,638 reactions. Task: Predict the reaction yield, written as a fraction of the theoretical maximum amount of product (1.0 means a 100% yield; for example, 0.34 means a 34% yield). (1) The reactants are [CH2:1]([O:3][C:4]([CH:6]1[C:14]2[N:13]=[CH:12][NH:11][C:10]=2[CH2:9][CH2:8][CH2:7]1)=[O:5])[CH3:2].C(N(CC)CC)C.[C:22]1([C:28](Cl)([C:35]2[CH:40]=[CH:39][CH:38]=[CH:37][CH:36]=2)[C:29]2[CH:34]=[CH:33][CH:32]=[CH:31][CH:30]=2)[CH:27]=[CH:26][CH:25]=[CH:24][CH:23]=1. The catalyst is C(#N)C. The product is [CH2:1]([O:3][C:4]([CH:6]1[C:14]2[N:13]=[CH:12][N:11]([C:28]([C:22]3[CH:27]=[CH:26][CH:25]=[CH:24][CH:23]=3)([C:35]3[CH:36]=[CH:37][CH:38]=[CH:39][CH:40]=3)[C:29]3[CH:30]=[CH:31][CH:32]=[CH:33][CH:34]=3)[C:10]=2[CH2:9][CH2:8][CH2:7]1)=[O:5])[CH3:2]. The yield is 0.490. (2) The catalyst is CO. The product is [CH3:3][CH:2]([CH:4]([OH:16])[CH:5]([C:7]1[CH:12]=[CH:11][CH:10]=[CH:9][C:8]=1[N+:13]([O-:15])=[O:14])[CH3:6])[CH3:1]. The reactants are [CH3:1][CH:2]([C:4](=[O:16])[CH:5]([C:7]1[CH:12]=[CH:11][CH:10]=[CH:9][C:8]=1[N+:13]([O-:15])=[O:14])[CH3:6])[CH3:3].[BH4-].[Na+].Cl. The yield is 0.970. (3) The reactants are [C:1]([NH:8][CH2:9][C:10]([OH:12])=[O:11])([O:3][C:4]([CH3:7])([CH3:6])[CH3:5])=[O:2].C(N(CC)CC)C.[CH2:20]([OH:27])[C:21]([NH2:26])([CH2:24][OH:25])[CH2:22][OH:23].Cl.[OH:29][C:30]([CH:32]([C:34]1[CH:47]=[CH:46][CH:45]=[C:36]([C:37]([C:39]2[CH:44]=[CH:43][CH:42]=[CH:41][CH:40]=2)=[O:38])[CH:35]=1)[CH3:33])=[O:31].C(OCC)(=O)C. The catalyst is C(Cl)(Cl)Cl. The product is [C:1]([NH:8][CH2:9][C:10]([OH:12])=[O:11])([O:3][C:4]([CH3:6])([CH3:7])[CH3:5])=[O:2].[CH2:20]([OH:27])[C:21]([NH2:26])([CH2:24][OH:25])[CH2:22][OH:23].[OH:31][C:30]([CH:32]([C:34]1[CH:47]=[CH:46][CH:45]=[C:36]([C:37]([C:39]2[CH:40]=[CH:41][CH:42]=[CH:43][CH:44]=2)=[O:38])[CH:35]=1)[CH3:33])=[O:29]. The yield is 0.550.